Dataset: Forward reaction prediction with 1.9M reactions from USPTO patents (1976-2016). Task: Predict the product of the given reaction. (1) Given the reactants [C:1]([O:5][C:6]([N:8]1[C:16]2[CH:15]=[C:14](Cl)[N:13]=[CH:12][C:11]=2[C:10]([CH3:19])([CH3:18])[CH2:9]1)=[O:7])([CH3:4])([CH3:3])[CH3:2].[CH3:20][NH:21][C:22]1[CH:27]=[CH:26][CH:25]=[CH:24][CH:23]=1.CC(OC1C=CC=C(OC(C)C)C=1C1C(P(C2CCCCC2)C2CCCCC2)=CC=CC=1)C.ClC1C(P(C2CCCCC2)C2CCCCC2)=C(C2C(OC(C)C)=CC=CC=2OC(C)C)C=CC=1.COC(C)(C)C.CC([O-])(C)C.[Na+], predict the reaction product. The product is: [C:1]([O:5][C:6]([N:8]1[C:16]2[CH:15]=[C:14]([N:21]([CH3:20])[C:22]3[CH:27]=[CH:26][CH:25]=[CH:24][CH:23]=3)[N:13]=[CH:12][C:11]=2[C:10]([CH3:19])([CH3:18])[CH2:9]1)=[O:7])([CH3:4])([CH3:3])[CH3:2]. (2) Given the reactants Br[C:2]1[CH:3]=[C:4]([S:8]([NH2:11])(=[O:10])=[O:9])[CH:5]=[CH:6][CH:7]=1.C(N(CC)CC)C.[C:19]([OH:22])#[C:20][CH3:21], predict the reaction product. The product is: [OH:22][CH2:19][C:20]#[C:21][C:2]1[CH:3]=[C:4]([S:8]([NH2:11])(=[O:10])=[O:9])[CH:5]=[CH:6][CH:7]=1. (3) The product is: [CH:1]([O:4][C:5]1[CH:6]=[CH:7][C:8]([C:11]2[N:15]([CH3:16])[N:14]=[CH:13][C:12]=2[CH2:17][N:30]([CH3:31])[CH2:29][CH2:28][N:20]([CH3:19])[C:21](=[O:27])[O:22][C:23]([CH3:24])([CH3:25])[CH3:26])=[CH:9][CH:10]=1)([CH3:2])[CH3:3]. Given the reactants [CH:1]([O:4][C:5]1[CH:10]=[CH:9][C:8]([C:11]2[N:15]([CH3:16])[N:14]=[CH:13][C:12]=2[CH:17]=O)=[CH:7][CH:6]=1)([CH3:3])[CH3:2].[CH3:19][N:20]([CH2:28][CH2:29][NH:30][CH3:31])[C:21](=[O:27])[O:22][C:23]([CH3:26])([CH3:25])[CH3:24].[BH3-]C#N.[Na+].O, predict the reaction product. (4) Given the reactants [NH:1]1[CH2:6][CH2:5][NH:4][CH2:3][CH2:2]1.[CH:7]1([C:10]([Cl:12])=[O:11])[CH2:9][CH2:8]1, predict the reaction product. The product is: [ClH:12].[CH:7]1([C:10]([N:1]2[CH2:6][CH2:5][NH:4][CH2:3][CH2:2]2)=[O:11])[CH2:9][CH2:8]1.